Predict which catalyst facilitates the given reaction. From a dataset of Catalyst prediction with 721,799 reactions and 888 catalyst types from USPTO. (1) Reactant: C[O:2][C:3]([C:5]1[CH:10]=[N:9][C:8]([O:11][C:12]2[CH:13]=[C:14]([CH3:28])[C:15]3[CH:19]([CH2:20][C:21]([O:23][CH2:24][CH3:25])=[O:22])[O:18][B:17]([OH:26])[C:16]=3[CH:27]=2)=[CH:7][N:6]=1)=[O:4].[Li+].[OH-].Cl. Product: [CH2:24]([O:23][C:21]([CH2:20][CH:19]1[O:18][B:17]([OH:26])[C:16]2[CH:27]=[C:12]([O:11][C:8]3[N:9]=[CH:10][C:5]([C:3]([OH:4])=[O:2])=[N:6][CH:7]=3)[CH:13]=[C:14]([CH3:28])[C:15]1=2)=[O:22])[CH3:25]. The catalyst class is: 20. (2) Reactant: [C:1]([C:3]1[C:4]([NH:18][C:19](=[O:23])OCC)=[N:5][CH:6]=[C:7]([CH2:9][N:10]2[CH2:15][C@@H:14]([CH3:16])[O:13][C@@H:12]([CH3:17])[CH2:11]2)[CH:8]=1)#[N:2].[CH:24]([NH:26]N)=O.C([N:30](C(C)C)C(C)C)C. Product: [CH3:17][C@H:12]1[CH2:11][N:10]([CH2:9][C:7]2[CH:6]=[N:5][C:4]3[NH:18][C:19](=[O:23])[N:2]4[N:30]=[CH:24][N:26]=[C:1]4[C:3]=3[CH:8]=2)[CH2:15][C@@H:14]([CH3:16])[O:13]1. The catalyst class is: 44.